Dataset: Peptide-MHC class I binding affinity with 185,985 pairs from IEDB/IMGT. Task: Regression. Given a peptide amino acid sequence and an MHC pseudo amino acid sequence, predict their binding affinity value. This is MHC class I binding data. (1) The peptide sequence is FFQLAKTCPV. The MHC is H-2-Kd with pseudo-sequence H-2-Kd. The binding affinity (normalized) is 0.844. (2) The peptide sequence is IPRNRDNLL. The MHC is HLA-B39:01 with pseudo-sequence HLA-B39:01. The binding affinity (normalized) is 0.0847.